Dataset: Reaction yield outcomes from USPTO patents with 853,638 reactions. Task: Predict the reaction yield, written as a fraction of the theoretical maximum amount of product (1.0 means a 100% yield; for example, 0.34 means a 34% yield). The reactants are [CH3:1][C@H:2]([CH2:9][O:10][CH:11]1[CH2:16][CH2:15][CH2:14][CH2:13][O:12]1)[CH2:3][C:4]#[C:5][CH:6]([OH:8])[CH3:7]. The catalyst is C1COCC1.[O-2].[O-2].[Mn+4]. The product is [CH3:1][C@H:2]([CH2:9][O:10][CH:11]1[CH2:16][CH2:15][CH2:14][CH2:13][O:12]1)[CH2:3][C:4]#[C:5][C:6](=[O:8])[CH3:7]. The yield is 0.941.